From a dataset of Full USPTO retrosynthesis dataset with 1.9M reactions from patents (1976-2016). Predict the reactants needed to synthesize the given product. (1) Given the product [C:2]([C:7]1[S:11][C:10]([CH2:12][N:13]2[CH:17]=[C:16]([NH:18][C:33]([C:29]3[N:30]=[CH:31][O:32][C:28]=3[C:23]3[CH:24]=[CH:25][C:26]([CH3:27])=[C:21]([O:20][CH3:19])[CH:22]=3)=[O:34])[CH:15]=[N:14]2)=[CH:9][CH:8]=1)(=[O:6])[CH3:1], predict the reactants needed to synthesize it. The reactants are: [CH3:1][C:2]1([C:7]2[S:11][C:10]([CH2:12][N:13]3[CH:17]=[C:16]([NH2:18])[CH:15]=[N:14]3)=[CH:9][CH:8]=2)[O:6]CCO1.[CH3:19][O:20][C:21]1[CH:22]=[C:23]([C:28]2[O:32][CH:31]=[N:30][C:29]=2[C:33](O)=[O:34])[CH:24]=[CH:25][C:26]=1[CH3:27]. (2) The reactants are: Br[CH2:2][C:3]([C:5]1[CH:19]=[CH:18][C:8]([C:9]([NH:11][CH2:12][CH2:13][C:14]([F:17])([F:16])[F:15])=[O:10])=[CH:7][CH:6]=1)=O.[CH3:20][CH:21]([CH3:26])[CH2:22][C:23](=[S:25])[NH2:24]. Given the product [CH2:22]([C:23]1[S:25][CH:2]=[C:3]([C:5]2[CH:19]=[CH:18][C:8]([C:9]([NH:11][CH2:12][CH2:13][C:14]([F:17])([F:16])[F:15])=[O:10])=[CH:7][CH:6]=2)[N:24]=1)[CH:21]([CH3:26])[CH3:20], predict the reactants needed to synthesize it. (3) Given the product [OH:25][C:26]1[CH:27]=[C:28]2[C:32](=[CH:33][CH:34]=1)[NH:31][CH:30]=[C:29]2[CH2:35][C:36]([NH:68][CH:60]([C:51]1[S:50][C:49]([CH3:48])=[N:53][C:52]=1[C:54]1[CH:59]=[CH:58][CH:57]=[CH:56][CH:55]=1)[CH2:61][C:62]1[CH:63]=[CH:64][CH:65]=[CH:66][CH:67]=1)=[O:38], predict the reactants needed to synthesize it. The reactants are: CN(C(ON1N=NC2C=CC=NC1=2)=[N+](C)C)C.F[P-](F)(F)(F)(F)F.[OH:25][C:26]1[CH:27]=[C:28]2[C:32](=[CH:33][CH:34]=1)[NH:31][CH:30]=[C:29]2[CH2:35][C:36]([OH:38])=O.CCN(C(C)C)C(C)C.[CH3:48][C:49]1[S:50][C:51]([CH:60]([NH2:68])[CH2:61][C:62]2[CH:67]=[CH:66][CH:65]=[CH:64][CH:63]=2)=[C:52]([C:54]2[CH:59]=[CH:58][CH:57]=[CH:56][CH:55]=2)[N:53]=1. (4) Given the product [N+:1]([C:4]1[CH:13]=[C:12]2[C:7]([CH:8]=[C:9]([CH:19]=[O:20])[C:10]([C:14]3[CH:18]=[CH:17][S:16][CH:15]=3)=[N:11]2)=[CH:6][CH:5]=1)([O-:3])=[O:2], predict the reactants needed to synthesize it. The reactants are: [N+:1]([C:4]1[CH:13]=[C:12]2[C:7]([CH:8]=[C:9]([CH2:19][OH:20])[C:10]([C:14]3[CH:18]=[CH:17][S:16][CH:15]=3)=[N:11]2)=[CH:6][CH:5]=1)([O-:3])=[O:2]. (5) Given the product [Cl-:13].[CH2:9]([O:11][CH2:12][N+:4]1([CH2:1][CH2:2][CH3:3])[CH2:8][CH2:7][CH2:6][CH2:5]1)[CH3:10], predict the reactants needed to synthesize it. The reactants are: [CH2:1]([N:4]1[CH2:8][CH2:7][CH2:6][CH2:5]1)[CH2:2][CH3:3].[CH2:9]([O:11][CH2:12][Cl:13])[CH3:10]. (6) The reactants are: [F:1][C:2]1[CH:24]=[CH:23][C:5]([CH2:6][NH:7][C:8]([C:10]2[C:11]([OH:22])=[C:12]3[S:18][C:17]([CH2:19][OH:20])=[C:16]([CH3:21])[C:13]3=[N:14][CH:15]=2)=[O:9])=[CH:4][CH:3]=1.[C:25](=O)([O-])[O-].[K+].[K+].IC.O. Given the product [F:1][C:2]1[CH:3]=[CH:4][C:5]([CH2:6][NH:7][C:8]([C:10]2[C:11](=[O:22])[C:12]3[S:18][C:17]([CH2:19][OH:20])=[C:16]([CH3:21])[C:13]=3[N:14]([CH3:25])[CH:15]=2)=[O:9])=[CH:23][CH:24]=1, predict the reactants needed to synthesize it.